From a dataset of Full USPTO retrosynthesis dataset with 1.9M reactions from patents (1976-2016). Predict the reactants needed to synthesize the given product. (1) Given the product [CH3:1][N:2]1[CH:6]=[C:5]([C:7]2[CH:8]=[CH:9][C:10]3[N:11]([C:13]([CH:16]([C:18]4[CH:19]=[C:20]5[C:25](=[CH:26][CH:27]=4)[NH:24][CH2:23][CH2:22][CH2:21]5)[CH3:17])=[CH:14][N:15]=3)[N:12]=2)[CH:4]=[N:3]1, predict the reactants needed to synthesize it. The reactants are: [CH3:1][N:2]1[CH:6]=[C:5]([C:7]2[CH:8]=[CH:9][C:10]3[N:11]([C:13]([C:16]([C:18]4[CH:19]=[C:20]5[C:25](=[CH:26][CH:27]=4)[N:24]=[CH:23][CH:22]=[CH:21]5)=[CH2:17])=[CH:14][N:15]=3)[N:12]=2)[CH:4]=[N:3]1. (2) Given the product [C:1]([O:5][C:6]([N:8]1[CH2:13][CH:12]=[C:11]([C:14]2[NH:23][C:17]3[N:18]=[CH:19][N:20]=[C:21]([NH:24][C:25]4[CH:26]=[C:27]5[C:31](=[CH:32][CH:33]=4)[NH:30][N:29]=[C:28]5[Cl:34])[C:16]=3[CH:15]=2)[CH2:10][CH2:9]1)=[O:7])([CH3:4])([CH3:2])[CH3:3], predict the reactants needed to synthesize it. The reactants are: [C:1]([O:5][C:6]([N:8]1[CH2:13][CH:12]=[C:11]([C:14]2[NH:23][C:17]3[N:18]=[CH:19][N:20]=[C:21](Cl)[C:16]=3[CH:15]=2)[CH2:10][CH2:9]1)=[O:7])([CH3:4])([CH3:3])[CH3:2].[NH2:24][C:25]1[CH:26]=[C:27]2[C:31](=[CH:32][CH:33]=1)[NH:30][N:29]=[C:28]2[Cl:34].C(O)(C)C.ClC1C2C(=CC=C(NC3C4C=C(C5CCNCC=5)NC=4N=CN=3)C=2)NN=1.C(N(CC)C(C)C)(C)C.C(OC(OC(OC(C)(C)C)=O)=O)(C)(C)C. (3) Given the product [CH3:15][N:16]([CH3:28])[C:17]([O:18][C:6]1[CH:7]=[CH:8][C:9]([C:10]#[N:11])=[CH:12][CH:13]=1)=[S:19], predict the reactants needed to synthesize it. The reactants are: CN(C)C(S[C:6]1[CH:13]=[CH:12][C:9]([CH2:10][NH2:11])=[CH:8][CH:7]=1)=O.[CH3:15][N:16]([CH3:28])[C:17]([S:19]C1C=CC(C#N)=CC=1)=[O:18].B.CSC.[H][H].